This data is from Reaction yield outcomes from USPTO patents with 853,638 reactions. The task is: Predict the reaction yield, written as a fraction of the theoretical maximum amount of product (1.0 means a 100% yield; for example, 0.34 means a 34% yield). (1) The reactants are [Br:1][C:2]1[CH:3]=[C:4]([NH2:8])[CH:5]=[N:6][CH:7]=1.C(O)C.[F:12][C:13]1[CH:18]=[CH:17][C:16]([S:19](Cl)(=[O:21])=[O:20])=[CH:15][CH:14]=1. The catalyst is C(Cl)Cl.C([O-])(O)=O.[Na+]. The product is [Br:1][C:2]1[CH:3]=[C:4]([NH:8][S:19]([C:16]2[CH:17]=[CH:18][C:13]([F:12])=[CH:14][CH:15]=2)(=[O:21])=[O:20])[CH:5]=[N:6][CH:7]=1. The yield is 0.230. (2) The reactants are [NH2:1][C:2]1[C:7]([NH2:8])=[CH:6][C:5](Br)=[CH:4][N:3]=1.[NH:10](C(C)=O)[C@@H:11]([C:20](O)=O)[CH2:12][C:13]1[CH:18]=[CH:17][C:16]([Cl:19])=[CH:15][CH:14]=1.CN(C(ON1[N:42]=[N:41][C:36]2[CH:37]=[CH:38]C=NC1=2)=[N+](C)C)C.F[P-](F)(F)(F)(F)F.CCN(C(C)C)C(C)C.C(N1C=C(B2OC(C)(C)C(C)(C)O2)C=N1)(OC(C)(C)C)=O.C([O-])([O-])=O.[Na+].[Na+]. The catalyst is CN(C=O)C.CCOC(C)=O.C1COCC1.O.C1C=CC([P]([Pd]([P](C2C=CC=CC=2)(C2C=CC=CC=2)C2C=CC=CC=2)([P](C2C=CC=CC=2)(C2C=CC=CC=2)C2C=CC=CC=2)[P](C2C=CC=CC=2)(C2C=CC=CC=2)C2C=CC=CC=2)(C2C=CC=CC=2)C2C=CC=CC=2)=CC=1. The product is [NH:42]1[CH:38]=[C:37]([C:5]2[CH:6]=[C:7]3[N:8]=[C:20]([C@H:11]([NH2:10])[CH2:12][C:13]4[CH:14]=[CH:15][C:16]([Cl:19])=[CH:17][CH:18]=4)[NH:1][C:2]3=[N:3][CH:4]=2)[CH:36]=[N:41]1. The yield is 0.310. (3) The reactants are N[C@H:2]1[CH2:7][CH2:6][C@H:5]([CH2:8][NH:9][C:10](=[O:16])[O:11][C:12]([CH3:15])([CH3:14])[CH3:13])[CH2:4][CH2:3]1.C=O.[C:19]([BH3-])#[N:20].[Na+].[C:23](O)(=O)C. The catalyst is CO. The product is [CH3:23][N:20]([CH3:19])[C@H:2]1[CH2:7][CH2:6][C@H:5]([CH2:8][NH:9][C:10](=[O:16])[O:11][C:12]([CH3:15])([CH3:14])[CH3:13])[CH2:4][CH2:3]1. The yield is 0.960. (4) The reactants are Br[C:2]1[S:3][C:4]([S:17]([N:20]2[CH2:25][CH2:24][O:23][CH2:22][CH2:21]2)(=[O:19])=[O:18])=[CH:5][C:6]=1[C:7]1[S:11][C:10]([NH:12][C:13](=[O:15])[CH3:14])=[N:9][C:8]=1[CH3:16].C([Li])CCC.O. The catalyst is C1COCC1. The product is [CH3:16][C:8]1[N:9]=[C:10]([NH:12][C:13](=[O:15])[CH3:14])[S:11][C:7]=1[C:6]1[CH:5]=[C:4]([S:17]([N:20]2[CH2:25][CH2:24][O:23][CH2:22][CH2:21]2)(=[O:19])=[O:18])[S:3][CH:2]=1. The yield is 0.670. (5) The reactants are O[CH2:2][CH2:3][C:4]1[CH:9]=[CH:8][N:7]=[CH:6][C:5]=1[NH:10][C:11](=[O:17])[O:12][C:13]([CH3:16])([CH3:15])[CH3:14].CS(Cl)(=O)=O.[CH2:23]([N:25](CC)[CH2:26][CH3:27])[CH3:24].N1CCCC1.[Cl-].[Na+]. The catalyst is C(Cl)Cl. The product is [N:25]1([CH2:2][CH2:3][C:4]2[CH:9]=[CH:8][N:7]=[CH:6][C:5]=2[NH:10][C:11](=[O:17])[O:12][C:13]([CH3:16])([CH3:15])[CH3:14])[CH2:26][CH2:27][CH2:24][CH2:23]1. The yield is 0.600.